Dataset: Reaction yield outcomes from USPTO patents with 853,638 reactions. Task: Predict the reaction yield, written as a fraction of the theoretical maximum amount of product (1.0 means a 100% yield; for example, 0.34 means a 34% yield). The reactants are C(OC([N:8]1[CH2:13][CH2:12][CH:11]([O:14][CH2:15][CH:16]2[CH2:18][CH2:17]2)[CH2:10][CH2:9]1)=O)(C)(C)C.C(O)(C(F)(F)F)=O. The yield is 0.950. The catalyst is C(Cl)Cl. The product is [CH:16]1([CH2:15][O:14][CH:11]2[CH2:12][CH2:13][NH:8][CH2:9][CH2:10]2)[CH2:17][CH2:18]1.